Task: Predict which catalyst facilitates the given reaction.. Dataset: Catalyst prediction with 721,799 reactions and 888 catalyst types from USPTO (1) Reactant: N1C=CC=C[CH:2]=1.[P:7]([O:25][CH2:26][CH2:27][C:28]1[CH:33]=[CH:32][C:31]([OH:34])=[C:30]([O:35][CH3:36])[CH:29]=1)([O:17][CH2:18][C:19]1[CH:24]=[CH:23][CH:22]=[CH:21][CH:20]=1)([O:9][CH2:10][C:11]1[CH:16]=[CH:15][CH:14]=[CH:13][CH:12]=1)=[O:8].Cl[C:38](Cl)([O:40]C(=O)OC(Cl)(Cl)Cl)Cl.[F:49][C:50]([F:97])([F:96])[C:51]1[CH:52]=[C:53]([C@@H:61]([OH:95])[C@@H:62]([N:64]([CH2:72][C:73]2[CH:78]=[C:77]([C:79]([F:82])([F:81])[F:80])[CH:76]=[CH:75][C:74]=2[C:83]2[CH:88]=[C:87]([CH:89]([CH3:91])C)[C:86]([F:92])=[CH:85][C:84]=2[O:93][CH3:94])[C:65](=[O:71])[O:66][C:67]([CH3:70])([CH3:69])[CH3:68])[CH3:63])[CH:54]=[C:55]([C:57]([F:60])([F:59])[F:58])[CH:56]=1. Product: [C:38](=[O:40])([O:95][C@H:61]([C:53]1[CH:52]=[C:51]([C:50]([F:97])([F:49])[F:96])[CH:56]=[C:55]([C:57]([F:59])([F:58])[F:60])[CH:54]=1)[C@@H:62]([N:64]([C:65]([O:66][C:67]([CH3:68])([CH3:69])[CH3:70])=[O:71])[CH2:72][C:73]1[CH:78]=[C:77]([C:79]([F:81])([F:82])[F:80])[CH:76]=[CH:75][C:74]=1[C:83]1[CH:88]=[C:87]([CH2:89][CH2:91][CH3:2])[C:86]([F:92])=[CH:85][C:84]=1[O:93][CH3:94])[CH3:63])[O:34][C:31]1[CH:32]=[CH:33][C:28]([CH2:27][CH2:26][O:25][P:7]([O:17][CH2:18][C:19]2[CH:24]=[CH:23][CH:22]=[CH:21][CH:20]=2)([O:9][CH2:10][C:11]2[CH:12]=[CH:13][CH:14]=[CH:15][CH:16]=2)=[O:8])=[CH:29][C:30]=1[O:35][CH3:36]. The catalyst class is: 34. (2) Reactant: [Br:1][C:2]1[CH:19]=[CH:18][C:5]([CH2:6][NH:7][C:8]2[CH:13]=[CH:12][C:11]([OH:14])=[CH:10][C:9]=2[N+:15]([O-])=O)=[CH:4][CH:3]=1.O.O.Cl[Sn]Cl. Product: [NH2:15][C:9]1[CH:10]=[C:11]([OH:14])[CH:12]=[CH:13][C:8]=1[NH:7][CH2:6][C:5]1[CH:18]=[CH:19][C:2]([Br:1])=[CH:3][CH:4]=1. The catalyst class is: 8. (3) Reactant: [CH2:1]([O:5][C:6]([N:8]1[CH2:13][CH2:12][N:11]([C:14](=[O:27])[CH2:15][NH:16]C(OCC2C=CC=CC=2)=O)[CH2:10][CH2:9]1)=[O:7])[CH2:2][CH2:3][CH3:4]. Product: [CH2:1]([O:5][C:6]([N:8]1[CH2:9][CH2:10][N:11]([C:14](=[O:27])[CH2:15][NH2:16])[CH2:12][CH2:13]1)=[O:7])[CH2:2][CH2:3][CH3:4]. The catalyst class is: 29. (4) Reactant: C1(P(C2C=CC=CC=2)C2C=CC3C(=CC=CC=3)C=2C2C3C(=CC=CC=3)C=CC=2P(C2C=CC=CC=2)C2C=CC=CC=2)C=CC=CC=1.C([O-])([O-])=O.[Cs+].[Cs+].[C:53]([N:60]1[CH2:65][CH2:64][NH:63][CH2:62][CH2:61]1)([O:55][C:56]([CH3:59])([CH3:58])[CH3:57])=[O:54].I[C:67]1[CH:68]=[CH:69][CH:70]=[C:71]2[C:76]=1[N:75]=[CH:74][CH:73]=[C:72]2[S:77]([C:80]1[CH:85]=[CH:84][CH:83]=[CH:82][CH:81]=1)(=[O:79])=[O:78]. Product: [C:56]([O:55][C:53]([N:60]1[CH2:61][CH2:62][N:63]([C:67]2[CH:68]=[CH:69][CH:70]=[C:71]3[C:76]=2[N:75]=[CH:74][CH:73]=[C:72]3[S:77]([C:80]2[CH:81]=[CH:82][CH:83]=[CH:84][CH:85]=2)(=[O:79])=[O:78])[CH2:64][CH2:65]1)=[O:54])([CH3:59])([CH3:58])[CH3:57]. The catalyst class is: 231. (5) Reactant: Cl[C:2]1[N:3]=[C:4]([O:29][CH:30]2[CH2:34][CH2:33][CH2:32][CH2:31]2)[C:5]2[C:10]([C:11]3[CH:20]=[CH:19][C:14]4[N:15]=[C:16]([CH3:18])[O:17][C:13]=4[CH:12]=3)=[CH:9][N:8]([CH2:21][O:22][CH2:23][CH2:24][Si:25]([CH3:28])([CH3:27])[CH3:26])[C:6]=2[N:7]=1.[Cl:35][C:36]1[N:40]([CH2:41][CH2:42][O:43][CH3:44])[N:39]=[CH:38][C:37]=1[NH2:45].C(=O)([O-])[O-].[Cs+].[Cs+].C1(P(C2C=CC=CC=2)C2C=CC3C(=CC=CC=3)C=2C2C3C(=CC=CC=3)C=CC=2P(C2C=CC=CC=2)C2C=CC=CC=2)C=CC=CC=1. Product: [Cl:35][C:36]1[N:40]([CH2:41][CH2:42][O:43][CH3:44])[N:39]=[CH:38][C:37]=1[NH:45][C:2]1[N:3]=[C:4]([O:29][CH:30]2[CH2:34][CH2:33][CH2:32][CH2:31]2)[C:5]2[C:10]([C:11]3[CH:20]=[CH:19][C:14]4[N:15]=[C:16]([CH3:18])[O:17][C:13]=4[CH:12]=3)=[CH:9][N:8]([CH2:21][O:22][CH2:23][CH2:24][Si:25]([CH3:27])([CH3:26])[CH3:28])[C:6]=2[N:7]=1. The catalyst class is: 160. (6) Reactant: Cl.Cl.[CH3:3][C:4]1[NH:8][C:7]2[CH:9]=[C:10]([C:13]3[CH:14]=[CH:15][C:16]4[O:22][CH2:21][CH2:20][NH:19][CH2:18][C:17]=4[CH:23]=3)[CH:11]=[CH:12][C:6]=2[N:5]=1.CCN(C(C)C)C(C)C.Cl[C:34]([O:36][CH2:37][CH:38]=[CH2:39])=[O:35]. Product: [CH3:3][C:4]1[NH:8][C:7]2[CH:9]=[C:10]([C:13]3[CH:14]=[CH:15][C:16]4[O:22][CH2:21][CH2:20][N:19]([C:34]([O:36][CH2:37][CH:38]=[CH2:39])=[O:35])[CH2:18][C:17]=4[CH:23]=3)[CH:11]=[CH:12][C:6]=2[N:5]=1. The catalyst class is: 4. (7) Reactant: [CH2:1]([O:3][C:4](=[O:26])[CH2:5][C:6]1[CH:11]=[CH:10][C:9]([O:12][CH3:13])=[C:8]([O:14][C:15]2[CH:20]=[CH:19][C:18]([N+:21]([O-:23])=[O:22])=[CH:17][C:16]=2[CH2:24]Br)[CH:7]=1)[CH3:2].[F:27][C:28]([F:32])([F:31])[CH2:29][SH:30].[H-].[Na+]. Product: [CH2:1]([O:3][C:4](=[O:26])[CH2:5][C:6]1[CH:11]=[CH:10][C:9]([O:12][CH3:13])=[C:8]([O:14][C:15]2[CH:20]=[CH:19][C:18]([N+:21]([O-:23])=[O:22])=[CH:17][C:16]=2[CH2:24][S:30][CH2:29][C:28]([F:32])([F:31])[F:27])[CH:7]=1)[CH3:2]. The catalyst class is: 12.